From a dataset of Forward reaction prediction with 1.9M reactions from USPTO patents (1976-2016). Predict the product of the given reaction. (1) Given the reactants Cl.C(O[CH:5]=[CH:6][C:7]1[N:8]([C:18]2[N:19]=[CH:20][N:21]=[C:22]([NH2:25])[C:23]=2[N:24]=1)[C@@H:9]1[O:17][C@H:14]([CH2:15][OH:16])[C@@H:12]([OH:13])[C@H:10]1[OH:11])C.C([O-])([O-])=[O:27].[K+].[K+].CO, predict the reaction product. The product is: [C:6]([C:7]1[N:8]([C:18]2[N:19]=[CH:20][N:21]=[C:22]([NH2:25])[C:23]=2[N:24]=1)[C@@H:9]1[O:17][C@H:14]([CH2:15][OH:16])[C@@H:12]([OH:13])[C@H:10]1[OH:11])(=[O:27])[CH3:5]. (2) Given the reactants CN(C(ON1N=NC2C=CC=NC1=2)=[N+](C)C)C.F[P-](F)(F)(F)(F)F.[OH:25][C:26]([C:28](F)(F)F)=O.[CH2:32]([O:39][N:40]1[C:46](=[O:47])[N:45]2[CH2:48][C@H:41]1[CH2:42][CH2:43][C@H:44]2[C:49]([NH:51][NH2:52])=[O:50])[C:33]1[CH:38]=[CH:37][CH:36]=[CH:35][CH:34]=1.C(O)(=O)C.CCN(C(C)C)C(C)C, predict the reaction product. The product is: [C:26]([NH:52][NH:51][C:49]([C@@H:44]1[CH2:43][CH2:42][C@@H:41]2[CH2:48][N:45]1[C:46](=[O:47])[N:40]2[O:39][CH2:32][C:33]1[CH:38]=[CH:37][CH:36]=[CH:35][CH:34]=1)=[O:50])(=[O:25])[CH3:28]. (3) Given the reactants [Cl:1][C:2]1[CH:28]=[CH:27][C:5]([CH2:6][N:7]2[C:12]([NH:13][C:14]3[CH:19]=[CH:18][C:17]([O:20][CH:21]([CH3:23])[CH3:22])=[C:16]([F:24])[CH:15]=3)=[N:11][C:10](=[O:25])[NH:9][C:8]2=[O:26])=[CH:4][CH:3]=1.CN(C=O)C.CC(C)([O-])C.[K+].Br.Br[CH2:42][C:43]1[CH:48]=[CH:47][CH:46]=[CH:45][N:44]=1, predict the reaction product. The product is: [Cl:1][C:2]1[CH:3]=[CH:4][C:5]([CH2:6][N:7]2[C:12]([NH:13][C:14]3[CH:19]=[CH:18][C:17]([O:20][CH:21]([CH3:23])[CH3:22])=[C:16]([F:24])[CH:15]=3)=[N:11][C:10](=[O:25])[N:9]([CH2:42][C:43]3[CH:48]=[CH:47][CH:46]=[CH:45][N:44]=3)[C:8]2=[O:26])=[CH:27][CH:28]=1. (4) Given the reactants Br[C:2]1[CH:3]=[C:4]([C:16](=[O:18])[CH3:17])[S:5][C:6]=1[S:7][C:8]1[CH:13]=[CH:12][C:11]([Cl:14])=[CH:10][C:9]=1[Cl:15].[Cu][C:20]#[N:21], predict the reaction product. The product is: [C:20]([C:2]1[CH:3]=[C:4]([C:16](=[O:18])[CH3:17])[S:5][C:6]=1[S:7][C:8]1[CH:13]=[CH:12][C:11]([Cl:14])=[CH:10][C:9]=1[Cl:15])#[N:21]. (5) Given the reactants [CH3:1][C:2]1[C:3](=[O:24])[NH:4][C:5](=[O:23])[N:6]([C:8]2[CH:13]=[CH:12][CH:11]=[C:10](B3OC(C)(C)C(C)(C)O3)[CH:9]=2)[CH:7]=1.Br[C:26]1[S:27][C:28]2[C:34]([C:35]3[CH:40]=[CH:39][C:38]([Cl:41])=[CH:37][CH:36]=3)=[C:33]([C@H:42]([O:48][C:49]([CH3:52])([CH3:51])[CH3:50])[C:43]([O:45][CH2:46][CH3:47])=[O:44])[C:32]([CH3:53])=[CH:31][C:29]=2[N:30]=1.C(=O)([O-])[O-].[K+].[K+], predict the reaction product. The product is: [C:49]([O:48][C@@H:42]([C:33]1[C:32]([CH3:53])=[CH:31][C:29]2[N:30]=[C:26]([C:10]3[CH:11]=[CH:12][CH:13]=[C:8]([N:6]4[CH:7]=[C:2]([CH3:1])[C:3](=[O:24])[NH:4][C:5]4=[O:23])[CH:9]=3)[S:27][C:28]=2[C:34]=1[C:35]1[CH:36]=[CH:37][C:38]([Cl:41])=[CH:39][CH:40]=1)[C:43]([O:45][CH2:46][CH3:47])=[O:44])([CH3:50])([CH3:51])[CH3:52]. (6) Given the reactants FC(F)(F)C(O)=O.FC(F)(F)C1C=CC(N2[C@@H](C3C=CC=C(OC(F)(F)F)C=3)C=C(N[C@@H](C3C=CC(Cl)=CC=3)C)C2=O)=CC=1.[F:45][C:46]([F:72])([F:71])[O:47][C:48]1[CH:49]=[C:50]([C@@H:54]2[N:58]([C:59]3[CH:64]=[CH:63][C:62]([C:65]([F:68])([F:67])[F:66])=[CH:61][CH:60]=3)[C:57](=[O:69])[C:56](=O)[CH2:55]2)[CH:51]=[CH:52][CH:53]=1.[CH3:73][C:74]([NH2:86])([C:76]1[CH:81]=[CH:80][N:79]=[C:78]([C:82]([F:85])([F:84])[F:83])[N:77]=1)[CH3:75], predict the reaction product. The product is: [CH3:75][C:74]([NH:86][C:56]1[C:57](=[O:69])[N:58]([C:59]2[CH:64]=[CH:63][C:62]([C:65]([F:66])([F:68])[F:67])=[CH:61][CH:60]=2)[C@@H:54]([C:50]2[CH:51]=[CH:52][CH:53]=[C:48]([O:47][C:46]([F:72])([F:45])[F:71])[CH:49]=2)[CH:55]=1)([C:76]1[CH:81]=[CH:80][N:79]=[C:78]([C:82]([F:83])([F:85])[F:84])[N:77]=1)[CH3:73]. (7) Given the reactants [CH3:1][O:2][C:3]1[C:8]2[N:9]=[C:10]([C:12](=[S:14])[NH2:13])[S:11][C:7]=2[C:6]([N:15]2[CH2:20][CH2:19][O:18][CH2:17][CH2:16]2)=[CH:5][CH:4]=1.[I:21][CH3:22], predict the reaction product. The product is: [IH:21].[CH3:22][S:14][C:12]([C:10]1[S:11][C:7]2[C:6]([N:15]3[CH2:16][CH2:17][O:18][CH2:19][CH2:20]3)=[CH:5][CH:4]=[C:3]([O:2][CH3:1])[C:8]=2[N:9]=1)=[NH:13].